From a dataset of CYP2D6 inhibition data for predicting drug metabolism from PubChem BioAssay. Regression/Classification. Given a drug SMILES string, predict its absorption, distribution, metabolism, or excretion properties. Task type varies by dataset: regression for continuous measurements (e.g., permeability, clearance, half-life) or binary classification for categorical outcomes (e.g., BBB penetration, CYP inhibition). Dataset: cyp2d6_veith. (1) The compound is COCC(=O)N1CCC2(CC1)CCN(C(c1ccccc1)c1ccccc1)CC2. The result is 1 (inhibitor). (2) The compound is NC(=O)c1cc[n+](CC2=C(C(=O)[O-])N3C(=O)[C@@H](NC(=O)Cc4cccs4)[C@@H]3SC2)cc1. The result is 0 (non-inhibitor). (3) The molecule is C[C@@H](N=C(N)N)C(=O)O. The result is 0 (non-inhibitor). (4) The drug is Cc1cc(NC(=O)CSc2nc3ccsc3c(=O)n2Cc2ccccn2)n[nH]1. The result is 0 (non-inhibitor). (5) The drug is Cc1cc(C)nc(SCC(=O)Nc2ccccc2[N+](=O)[O-])n1. The result is 0 (non-inhibitor). (6) The drug is C[C@@]12CCC3=NCCN3C1=CC[C@H]1[C@@H]2CC[C@@]2(C)[C@H]1CC[C@]2(C)O. The result is 0 (non-inhibitor). (7) The drug is CN(C)Cc1ccccc1-c1nc(NC2CCNCC2)c2ccccc2n1. The result is 0 (non-inhibitor).